The task is: Predict which catalyst facilitates the given reaction.. This data is from Catalyst prediction with 721,799 reactions and 888 catalyst types from USPTO. Reactant: [CH3:1][C:2]1[NH:6][N:5]=[C:4]([C:7]([F:10])([F:9])[F:8])[CH:3]=1.[CH3:11]C(C)([O-])C.[K+].CI. Product: [CH3:11][N:6]1[C:2]([CH3:1])=[CH:3][C:4]([C:7]([F:10])([F:9])[F:8])=[N:5]1. The catalyst class is: 7.